Regression. Given a peptide amino acid sequence and an MHC pseudo amino acid sequence, predict their binding affinity value. This is MHC class II binding data. From a dataset of Peptide-MHC class II binding affinity with 134,281 pairs from IEDB. (1) The peptide sequence is GELQIVDKIDAAFSI. The MHC is DRB1_1101 with pseudo-sequence DRB1_1101. The binding affinity (normalized) is 0.560. (2) The peptide sequence is MVGTILEMLGTRLDQ. The MHC is DRB4_0101 with pseudo-sequence DRB4_0103. The binding affinity (normalized) is 0.389. (3) The peptide sequence is APNGGFRRIPRGALH. The MHC is DRB1_0301 with pseudo-sequence DRB1_0301. The binding affinity (normalized) is 0.185. (4) The peptide sequence is TQAFSAHGSGREVID. The MHC is HLA-DQA10601-DQB10402 with pseudo-sequence HLA-DQA10601-DQB10402. The binding affinity (normalized) is 0.504. (5) The peptide sequence is GMLPVCPLIPGSTTT. The MHC is DRB1_0701 with pseudo-sequence DRB1_0701. The binding affinity (normalized) is 0.345.